From a dataset of Full USPTO retrosynthesis dataset with 1.9M reactions from patents (1976-2016). Predict the reactants needed to synthesize the given product. (1) Given the product [F:7][C:8]1[CH:13]=[CH:12][C:11]([CH:21]2[C:16](=[O:15])[CH2:17][CH2:18][N:19]([C:22]([O:24][C:25]([CH3:28])([CH3:27])[CH3:26])=[O:23])[CH2:20]2)=[CH:10][CH:9]=1, predict the reactants needed to synthesize it. The reactants are: CC(C)([O-])C.[Na+].[F:7][C:8]1[CH:13]=[CH:12][C:11](Br)=[CH:10][CH:9]=1.[O:15]=[C:16]1[CH2:21][CH2:20][N:19]([C:22]([O:24][C:25]([CH3:28])([CH3:27])[CH3:26])=[O:23])[CH2:18][CH2:17]1. (2) Given the product [CH3:15][O:16][C:17](=[O:25])[C:18]1[CH:23]=[CH:22][CH:21]=[C:20]([N:26]2[CH2:31][CH2:30][O:29][CH2:28][CH2:27]2)[CH:19]=1, predict the reactants needed to synthesize it. The reactants are: CC([O-])(C)C.[Na+].[O-]P([O-])([O-])=O.[K+].[K+].[K+].[CH3:15][O:16][C:17](=[O:25])[C:18]1[CH:23]=[CH:22][CH:21]=[C:20](Br)[CH:19]=1.[NH:26]1[CH2:31][CH2:30][O:29][CH2:28][CH2:27]1. (3) Given the product [Br:1][C:2]1[N:7]=[CH:6][C:5]2[CH:8]=[C:9]([C:11]3[O:12][CH:25]=[N:24][CH:23]=3)[NH:10][C:4]=2[CH:3]=1, predict the reactants needed to synthesize it. The reactants are: [Br:1][C:2]1[N:7]=[CH:6][C:5]2[CH:8]=[C:9]([CH:11]=[O:12])[NH:10][C:4]=2[CH:3]=1.CC1C=CC(S([CH2:23][N+:24]#[C-:25])(=O)=O)=CC=1.C(=O)([O-])[O-].[K+].[K+]. (4) Given the product [Cl:8][C:6]1[CH:7]=[C:2]([NH:18][C:16]2[CH:15]=[CH:14][N:13]=[C:12]([CH3:11])[N:17]=2)[C:3]([O:9][CH3:10])=[N:4][CH:5]=1, predict the reactants needed to synthesize it. The reactants are: Br[C:2]1[C:3]([O:9][CH3:10])=[N:4][CH:5]=[C:6]([Cl:8])[CH:7]=1.[CH3:11][C:12]1[N:17]=[C:16]([NH2:18])[CH:15]=[CH:14][N:13]=1.CC1(C)C2C(=C(P(C3C=CC=CC=3)C3C=CC=CC=3)C=CC=2)OC2C(P(C3C=CC=CC=3)C3C=CC=CC=3)=CC=CC1=2.C(=O)([O-])[O-].[Cs+].[Cs+].